This data is from Full USPTO retrosynthesis dataset with 1.9M reactions from patents (1976-2016). The task is: Predict the reactants needed to synthesize the given product. (1) Given the product [CH2:20]([O:19][C:16]1[CH:17]=[CH:18][C:13]([CH2:12][C@H:11]([NH:23][S:24]([C:27]2[CH:28]=[CH:29][C:30]([F:33])=[CH:31][CH:32]=2)(=[O:25])=[O:26])[C:10]([NH:9][C@@H:4]([CH2:5][CH:6]([CH3:8])[CH3:7])[C:3]([OH:35])=[O:2])=[O:34])=[CH:14][CH:15]=1)[CH:21]=[CH2:22], predict the reactants needed to synthesize it. The reactants are: C[O:2][C:3](=[O:35])[C@@H:4]([NH:9][C:10](=[O:34])[C@@H:11]([NH:23][S:24]([C:27]1[CH:32]=[CH:31][C:30]([F:33])=[CH:29][CH:28]=1)(=[O:26])=[O:25])[CH2:12][C:13]1[CH:18]=[CH:17][C:16]([O:19][CH2:20][CH:21]=[CH2:22])=[CH:15][CH:14]=1)[CH2:5][CH:6]([CH3:8])[CH3:7].[OH-].[Na+].CO. (2) Given the product [CH2:1]([O:8][C:9]1[C:18]2[C:13](=[CH:14][CH:15]=[CH:16][CH:17]=2)[N:12]=[C:11]([CH2:20][O:35][S:34]([C:31]2[CH:32]=[CH:33][C:28]([CH3:38])=[CH:29][CH:30]=2)(=[O:23])=[O:36])[C:10]=1[CH3:21])[C:2]1[CH:7]=[CH:6][CH:5]=[CH:4][CH:3]=1, predict the reactants needed to synthesize it. The reactants are: [CH2:1]([O:8][C:9]1[C:18]2[C:13](=[CH:14][CH:15]=[CH:16][CH:17]=2)[N+:12]([O-])=[C:11]([CH3:20])[C:10]=1[CH3:21])[C:2]1[CH:7]=[CH:6][CH:5]=[CH:4][CH:3]=1.C(=O)([O-])[O-:23].[K+].[K+].[C:28]1([CH3:38])[CH:33]=[CH:32][C:31]([S:34](Cl)(=[O:36])=[O:35])=[CH:30][CH:29]=1. (3) Given the product [CH2:25]([C:27]1[CH:28]=[N:29][C:30]([NH:1][CH2:2][C@H:3]2[C@@H:8]([CH3:9])[CH2:7][CH2:6][CH2:5][N:4]2[C:10]([C:12]2[N:13]=[C:14]([CH3:24])[S:15][C:16]=2[C:17]2[CH:18]=[CH:19][C:20]([F:23])=[CH:21][CH:22]=2)=[O:11])=[N:31][CH:32]=1)[CH3:26], predict the reactants needed to synthesize it. The reactants are: [NH2:1][CH2:2][C@H:3]1[C@@H:8]([CH3:9])[CH2:7][CH2:6][CH2:5][N:4]1[C:10]([C:12]1[N:13]=[C:14]([CH3:24])[S:15][C:16]=1[C:17]1[CH:22]=[CH:21][C:20]([F:23])=[CH:19][CH:18]=1)=[O:11].[CH2:25]([C:27]1[CH:28]=[N:29][C:30](Cl)=[N:31][CH:32]=1)[CH3:26].CCN(C(C)C)C(C)C. (4) Given the product [CH:1]1([C:6]([N:8]2[CH2:13][CH:12]([C:14]3[CH:15]=[CH:16][C:17]([CH2:20][CH3:21])=[CH:18][CH:19]=3)[CH2:11][CH:10]([C:22]([NH:30][C:29]3[CH:31]=[CH:32][CH:33]=[C:27]([O:26][CH3:25])[CH:28]=3)=[O:23])[CH2:9]2)=[O:7])[CH2:2][CH2:3][CH2:4][CH2:5]1, predict the reactants needed to synthesize it. The reactants are: [CH:1]1([C:6]([N:8]2[CH2:13][CH:12]([C:14]3[CH:19]=[CH:18][C:17]([CH2:20][CH3:21])=[CH:16][CH:15]=3)[CH2:11][CH:10]([C:22](O)=[O:23])[CH2:9]2)=[O:7])[CH2:5][CH2:4][CH2:3][CH2:2]1.[CH3:25][O:26][C:27]1[CH:28]=[C:29]([CH:31]=[CH:32][CH:33]=1)[NH2:30]. (5) Given the product [C:12]1([C:18]2[C:27]([C@H:28]([OH:39])[C:29]3[CH:30]=[CH:31][C:32]([C:35]([F:37])([F:38])[F:36])=[CH:33][CH:34]=3)=[C:26]([CH:40]([CH3:41])[CH3:42])[CH:25]=[C:24]3[C:19]=2[C@@H:20]([OH:45])[CH2:21][C:22]([CH3:43])([CH3:44])[O:23]3)[CH2:17][CH2:16][CH2:15][CH2:14][CH:13]=1, predict the reactants needed to synthesize it. The reactants are: N[C@@H]1C2C(=CC=CC=2)C[C@@H]1O.[C:12]1([C:18]2[C:27]([CH:28]([OH:39])[C:29]3[CH:34]=[CH:33][C:32]([C:35]([F:38])([F:37])[F:36])=[CH:31][CH:30]=3)=[C:26]([CH:40]([CH3:42])[CH3:41])[CH:25]=[C:24]3[C:19]=2[C:20](=[O:45])[CH2:21][C:22]([CH3:44])([CH3:43])[O:23]3)[CH2:17][CH2:16][CH2:15][CH2:14][CH:13]=1.CO. (6) Given the product [C:1]([O:4][C:5]1[C:6]([O:27][CH2:28][CH3:29])=[CH:7][CH:8]=[C:9]2[C:14]=1[CH:13]=[N:12][CH:11]=[C:10]2[C:15](=[O:32])[C:16]1[CH:21]=[C:20]([O:22][CH3:23])[C:19]([O:24][CH3:25])=[C:18]([Br:26])[CH:17]=1)(=[O:3])[CH3:2], predict the reactants needed to synthesize it. The reactants are: [C:1]([O:4][C:5]1[C:6]([O:27][CH2:28][CH3:29])=[CH:7][CH:8]=[C:9]2[C:14]=1[CH:13]=[N:12][CH:11]=[C:10]2[CH2:15][C:16]1[CH:21]=[C:20]([O:22][CH3:23])[C:19]([O:24][CH3:25])=[C:18]([Br:26])[CH:17]=1)(=[O:3])[CH3:2].O.Cl([O-])=[O:32].[Na+].ON1C(=O)C2=CC=CC=C2C1=O.